Predict the reactants needed to synthesize the given product. From a dataset of Full USPTO retrosynthesis dataset with 1.9M reactions from patents (1976-2016). (1) Given the product [CH3:13][N:9]1[CH2:10][CH2:11][CH2:12][CH:8]1[C:5]1[CH:6]=[CH:7][C:2]([CH:22]=[O:23])=[CH:3][CH:4]=1, predict the reactants needed to synthesize it. The reactants are: Br[C:2]1[CH:7]=[CH:6][C:5]([CH:8]2[CH2:12][CH2:11][CH2:10][N:9]2[CH3:13])=[CH:4][CH:3]=1.[Li]CCCC.CN([CH:22]=[O:23])C. (2) Given the product [CH2:11](/[C:13](=[CH:1]\[C:2]1[CH:7]=[CH:6][C:5]([O:8][CH3:9])=[CH:4][CH:3]=1)/[C:14]([OH:16])=[O:15])[CH3:12], predict the reactants needed to synthesize it. The reactants are: [CH:1](=O)[C:2]1[CH:7]=[CH:6][C:5]([O:8][CH3:9])=[CH:4][CH:3]=1.[CH2:11]([CH:13](C(O)=O)[C:14]([OH:16])=[O:15])[CH3:12].C([O-])(=O)C.[NH4+].C(O)(=O)C. (3) The reactants are: [OH-].[Li+].[F:3][C:4]1[CH:5]=[C:6]([C:11]2[CH:16]=[CH:15][C:14]([C:17]([O:19]C)=[O:18])=[C:13]([N+:21]([O-:23])=[O:22])[CH:12]=2)[CH:7]=[CH:8][C:9]=1[F:10].CO.O. Given the product [F:3][C:4]1[CH:5]=[C:6]([C:11]2[CH:16]=[CH:15][C:14]([C:17]([OH:19])=[O:18])=[C:13]([N+:21]([O-:23])=[O:22])[CH:12]=2)[CH:7]=[CH:8][C:9]=1[F:10], predict the reactants needed to synthesize it. (4) Given the product [CH2:46]([N:53]([CH2:72][C@H:73]1[CH2:82][CH2:81][C:80]2[C:75](=[CH:76][CH:77]=[C:78]([NH:1][C:2]3[CH:3]=[CH:4][C:5]([C:6]([O:8][CH3:9])=[O:7])=[CH:10][CH:11]=3)[CH:79]=2)[O:74]1)[CH2:54][C@H:55]([O:64][Si:65]([C:68]([CH3:69])([CH3:70])[CH3:71])([CH3:67])[CH3:66])[CH2:56][O:57][C:58]1[CH:63]=[CH:62][CH:61]=[CH:60][CH:59]=1)[C:47]1[CH:48]=[CH:49][CH:50]=[CH:51][CH:52]=1, predict the reactants needed to synthesize it. The reactants are: [NH2:1][C:2]1[CH:11]=[CH:10][C:5]([C:6]([O:8][CH3:9])=[O:7])=[CH:4][CH:3]=1.C1(P(C2CCCCC2)C2C=CC=CC=2C2C(C(C)C)=CC(C(C)C)=CC=2C(C)C)CCCCC1.[CH2:46]([N:53]([CH2:72][C@H:73]1[CH2:82][CH2:81][C:80]2[C:75](=[CH:76][CH:77]=[C:78](I)[CH:79]=2)[O:74]1)[CH2:54][C@H:55]([O:64][Si:65]([C:68]([CH3:71])([CH3:70])[CH3:69])([CH3:67])[CH3:66])[CH2:56][O:57][C:58]1[CH:63]=[CH:62][CH:61]=[CH:60][CH:59]=1)[C:47]1[CH:52]=[CH:51][CH:50]=[CH:49][CH:48]=1.